Dataset: Peptide-MHC class II binding affinity with 134,281 pairs from IEDB. Task: Regression. Given a peptide amino acid sequence and an MHC pseudo amino acid sequence, predict their binding affinity value. This is MHC class II binding data. (1) The peptide sequence is FEAAFNDAIKASTGG. The MHC is DRB1_0405 with pseudo-sequence DRB1_0405. The binding affinity (normalized) is 0.206. (2) The peptide sequence is AVHVWLRLPAGRVEI. The MHC is DRB1_1501 with pseudo-sequence DRB1_1501. The binding affinity (normalized) is 0.455.